Dataset: Experimentally validated miRNA-target interactions with 360,000+ pairs, plus equal number of negative samples. Task: Binary Classification. Given a miRNA mature sequence and a target amino acid sequence, predict their likelihood of interaction. (1) Result: 0 (no interaction). The miRNA is hsa-miR-3613-5p with sequence UGUUGUACUUUUUUUUUUGUUC. The protein sequence of the target gene is MFPVAPKPQDSSQPSDRLMTEKQQEEAEWESINVLLMMHGLKPLSLVKRTDLKDLIIFDKQSSQRMRQNLKLLVEETSCQQNMIQELIETNQQLRNELQLEQSRAANQEQRANDLEQIMESVKSKIGELEDESLSRACHQQNKIKDLQKEQKTLQVKCQHYKKKRTEQEETIASLQMEVCRLKKEEEDRIVTQNRVFAYLCKRVPHTVLDRQLLCLIDYYESKIRKIHTQRQYKEDESQSEEENDYRNLDASPTYKGLLMSLQNQLKESKSKIDALSSEKLNLQKDLETRPTQHELRLYK.... (2) Result: 0 (no interaction). The protein sequence of the target gene is MATVEPETTPTTNPPPAEEEKTESNQEVANPEHYIKHPLQNRWALWFFKNDKSKTWQANLRLISKFDTVEDFWALYNHIQLSSNLMPGCDYSLFKDGIEPMWEDEKNKRGGRWLITLNKQQRRSDLDRFWLETLLCLIGESFDDYSDDVCGAVVNVRAKGDKIAIWTTECENRDAVTHIGRVYKERLGLPPKIVIGYQSHADTATKSGSTTKNRFVV. The miRNA is hsa-miR-224-3p with sequence AAAAUGGUGCCCUAGUGACUACA. (3) The miRNA is hsa-miR-302c-3p with sequence UAAGUGCUUCCAUGUUUCAGUGG. The protein sequence of the target gene is MMPMILTVFLSNNEQILTEVPITPETTCRDVVEFCKEPGEGSCHLAEVWRGNERPIPFDHMMYEHLQKWGPRREEVKFFLRHEDSPTENSEQGGRQTQEQRTQRNVINVPGEKRTENGVGNPRVELTLSELQDMAARQQQQIENQQQMLVAKEQRLHFLKQQERRQQQSISENEKLQKLKERVEAQENKLKKIRAMRGQVDYSKIMNGNLSAEIERFSAMFQEKKQEVQTAILRVDQLSQQLEDLKKGKLNGFQSYNGKLTGPAAVELKRLYQELQIRNQLNQEQNSKLQQQKELLNKRN.... Result: 0 (no interaction). (4) The miRNA is hsa-miR-5692a with sequence CAAAUAAUACCACAGUGGGUGU. The protein sequence of the target gene is MSTGPTAATGSNRRLQQTQNQVDEVVDIMRVNVDKVLERDQKLSELDDRADALQAGASQFETSAAKLKRKYWWKNCKMWAIGITVLVIFIIIIIVWVVSS. Result: 1 (interaction).